This data is from Forward reaction prediction with 1.9M reactions from USPTO patents (1976-2016). The task is: Predict the product of the given reaction. (1) Given the reactants C([Si](C(C)C)(C(C)C)[O:5][C:6]1[CH:7]=[C:8]2[C:13](=[CH:14][CH:15]=1)[CH:12]=[C:11]([C:16]#[C:17][C:18]1[CH:23]=[CH:22][C:21]([CH2:24][CH2:25][CH2:26][OH:27])=[CH:20][CH:19]=1)[CH:10]=[CH:9]2)(C)C.[F-].C([N+](CCCC)(CCCC)CCCC)CCC, predict the reaction product. The product is: [OH:27][CH2:26][CH2:25][CH2:24][C:21]1[CH:20]=[CH:19][C:18]([C:17]#[C:16][C:11]2[CH:12]=[C:13]3[C:8](=[CH:9][CH:10]=2)[CH:7]=[C:6]([OH:5])[CH:15]=[CH:14]3)=[CH:23][CH:22]=1. (2) Given the reactants C(Cl)(=O)C(Cl)=O.CS(C)=O.[CH2:11]([O:13][C:14]([N:16]1[CH2:24][CH:23]2[CH:18]([CH2:19][CH2:20][CH2:21][CH:22]2[OH:25])[CH2:17]1)=[O:15])[CH3:12].C(N(CC)CC)C, predict the reaction product. The product is: [CH2:11]([O:13][C:14]([N:16]1[CH2:24][CH:23]2[CH:18]([CH2:19][CH2:20][CH2:21][C:22]2=[O:25])[CH2:17]1)=[O:15])[CH3:12]. (3) The product is: [CH3:23][N:17]1[CH2:16][C:15]2[C:19](=[CH:20][CH:21]=[C:13]([C:11]3[S:12][C:8]([C:4]4[CH:3]=[C:2]([NH:1][S:25]([C:28]5[CH:29]=[CH:30][C:31]([C:32]([O:34][CH2:35][CH3:36])=[O:33])=[CH:37][CH:38]=5)(=[O:27])=[O:26])[CH:7]=[N:6][CH:5]=4)=[CH:9][CH:10]=3)[CH:14]=2)[C:18]1=[O:22]. Given the reactants [NH2:1][C:2]1[CH:3]=[C:4]([C:8]2[S:12][C:11]([C:13]3[CH:14]=[C:15]4[C:19](=[CH:20][CH:21]=3)[C:18](=[O:22])[N:17]([CH3:23])[CH2:16]4)=[CH:10][CH:9]=2)[CH:5]=[N:6][CH:7]=1.Cl[S:25]([C:28]1[CH:38]=[CH:37][C:31]([C:32]([O:34][CH2:35][CH3:36])=[O:33])=[CH:30][CH:29]=1)(=[O:27])=[O:26], predict the reaction product. (4) Given the reactants [C:1](OC(=O)C)(=O)C.C(O)=O.[Cl:11][C:12]1[C:13]([NH:45]S(C)(=O)=O)=[CH:14][C:15]2[N:19]=[C:18]([CH2:20][CH3:21])[N:17]([C:22]3[CH:27]=[CH:26][C:25]([CH2:28][CH2:29][NH:30][C:31]([NH:33][S:34]([C:37]4[CH:42]=[CH:41][C:40]([CH3:43])=[CH:39][CH:38]=4)(=[O:36])=[O:35])=[O:32])=[CH:24][CH:23]=3)[C:16]=2[CH:44]=1, predict the reaction product. The product is: [Cl:11][C:12]1[C:13]([NH:45][CH3:1])=[CH:14][C:15]2[N:19]=[C:18]([CH2:20][CH3:21])[N:17]([C:22]3[CH:27]=[CH:26][C:25]([CH2:28][CH2:29][NH:30][C:31]([NH:33][S:34]([C:37]4[CH:38]=[CH:39][C:40]([CH3:43])=[CH:41][CH:42]=4)(=[O:36])=[O:35])=[O:32])=[CH:24][CH:23]=3)[C:16]=2[CH:44]=1. (5) Given the reactants [Cl:1][C:2]1[CH:7]=[CH:6][CH:5]=[CH:4][C:3]=1[C:8]1[CH:19]=[C:18]2[C:14]([CH:15]=[C:16]([CH:21]=[O:22])[N:17]2[CH3:20])=[C:13]2[C:9]=1[C:10](=[O:24])[NH:11][C:12]2=[O:23].[Cl:25]N1C(=O)CCC1=O, predict the reaction product. The product is: [Cl:25][C:15]1[C:14]2[C:18](=[CH:19][C:8]([C:3]3[CH:4]=[CH:5][CH:6]=[CH:7][C:2]=3[Cl:1])=[C:9]3[C:13]=2[C:12](=[O:23])[NH:11][C:10]3=[O:24])[N:17]([CH3:20])[C:16]=1[CH:21]=[O:22]. (6) Given the reactants [NH2:1][C@H:2]1[CH2:7][CH2:6][N:5]([C:8]2[O:9][C:10]([CH:20]([CH3:22])[CH3:21])=[C:11]([C:13]([O:15][CH2:16][CH2:17][CH2:18][CH3:19])=[O:14])[N:12]=2)[CH2:4][C@H:3]1[O:23][CH3:24].[Cl:25][C:26]1[N:27]=[C:28]([C:33](O)=[O:34])[NH:29][C:30]=1[CH2:31][CH3:32].CCN=C=NCCCN(C)C.Cl.C1C=CC2N(O)N=NC=2C=1, predict the reaction product. The product is: [Cl:25][C:26]1[N:27]=[C:28]([C:33]([NH:1][C@H:2]2[CH2:7][CH2:6][N:5]([C:8]3[O:9][C:10]([CH:20]([CH3:21])[CH3:22])=[C:11]([C:13]([O:15][CH2:16][CH2:17][CH2:18][CH3:19])=[O:14])[N:12]=3)[CH2:4][C@H:3]2[O:23][CH3:24])=[O:34])[NH:29][C:30]=1[CH2:31][CH3:32].